Dataset: Reaction yield outcomes from USPTO patents with 853,638 reactions. Task: Predict the reaction yield, written as a fraction of the theoretical maximum amount of product (1.0 means a 100% yield; for example, 0.34 means a 34% yield). (1) The reactants are [Cl:1][C:2]1[N:7]=[C:6](Cl)[CH:5]=[C:4]([CH3:9])[N:3]=1.Cl.[C:11]([O:15][C:16](=[O:20])[CH2:17][NH:18][CH3:19])([CH3:14])([CH3:13])[CH3:12]. No catalyst specified. The product is [C:11]([O:15][C:16](=[O:20])[CH2:17][N:18]([C:6]1[CH:5]=[C:4]([CH3:9])[N:3]=[C:2]([Cl:1])[N:7]=1)[CH3:19])([CH3:14])([CH3:13])[CH3:12]. The yield is 0.520. (2) The reactants are CN([CH:4]=[CH:5][C:6](=[O:11])[CH2:7][CH2:8][CH2:9][CH3:10])C.[S:12]1CC(O)S[CH2:14][CH:13]1O. The catalyst is [Ti](Cl)(Cl)(Cl)Cl.ClCCCl. The product is [C:6]([C:5]1[CH:14]=[CH:13][S:12][CH:4]=1)(=[O:11])[CH2:7][CH2:8][CH2:9][CH3:10]. The yield is 0.630. (3) The reactants are OC(C(F)(F)F)=O.[CH:8]([N:11]1[C:15]([C:16]2[S:17][C:18]3[CH2:19][CH2:20][O:21][C:22]4[CH:29]=[C:28]([CH:30]5[CH2:35][CH2:34][NH:33][CH2:32][CH2:31]5)[CH:27]=[CH:26][C:23]=4[C:24]=3[N:25]=2)=[N:14][CH:13]=[N:12]1)([CH3:10])[CH3:9].[CH:36]([S:38]([CH3:41])(=[O:40])=[O:39])=[CH2:37].C(Cl)Cl.CO. The catalyst is O.C(O)C. The product is [CH:8]([N:11]1[C:15]([C:16]2[S:17][C:18]3[CH2:19][CH2:20][O:21][C:22]4[CH:29]=[C:28]([CH:30]5[CH2:35][CH2:34][N:33]([CH2:37][CH2:36][S:38]([CH3:41])(=[O:40])=[O:39])[CH2:32][CH2:31]5)[CH:27]=[CH:26][C:23]=4[C:24]=3[N:25]=2)=[N:14][CH:13]=[N:12]1)([CH3:10])[CH3:9]. The yield is 0.710. (4) The reactants are [CH3:1][O:2][C:3](=[O:15])[C:4]1[CH:9]=[CH:8][C:7]([C:10]([F:13])([F:12])[F:11])=[CH:6][C:5]=1Br.[CH:16]1(B(O)O)[CH2:18][CH2:17]1.O.P([O-])([O-])([O-])=O.[K+].[K+].[K+].C1(P(C2CCCCC2)C2CCCCC2)CCCCC1. The catalyst is C1(C)C=CC=CC=1.O.C([O-])(=O)C.[Pd+2].C([O-])(=O)C. The product is [CH3:1][O:2][C:3](=[O:15])[C:4]1[CH:9]=[CH:8][C:7]([C:10]([F:13])([F:12])[F:11])=[CH:6][C:5]=1[CH:16]1[CH2:18][CH2:17]1. The yield is 0.710. (5) The reactants are [F:1][C:2]([F:7])([F:6])[C:3]([OH:5])=[O:4].[F:8][C:9]([F:14])([F:13])[C:10]([OH:12])=[O:11].FC(F)(F)C(O)=O.[Cl:22][C:23]1[CH:24]=[N:25][C:26]2[NH:27][C:28]3[CH:29]=[N:30][CH:31]=[C:32]([CH:54]=3)[CH2:33][CH2:34][C:35]3[CH:43]=[C:39]([NH:40][C:41]=1[N:42]=2)[CH:38]=[CH:37][C:36]=3[NH:44][C:45](=[O:53])[CH2:46][CH:47]1[CH2:52][CH2:51][NH:50][CH2:49][CH2:48]1.[N:55]([C:58]1[CH:63]=[CH:62][C:61]([CH3:64])=[CH:60][CH:59]=1)=[C:56]=[O:57]. No catalyst specified. The product is [F:1][C:2]([F:7])([F:6])[C:3]([OH:5])=[O:4].[F:8][C:9]([F:14])([F:13])[C:10]([OH:12])=[O:11].[Cl:22][C:23]1[CH:24]=[N:25][C:26]2[NH:27][C:28]3[CH:29]=[N:30][CH:31]=[C:32]([CH:54]=3)[CH2:33][CH2:34][C:35]3[CH:43]=[C:39]([NH:40][C:41]=1[N:42]=2)[CH:38]=[CH:37][C:36]=3[NH:44][C:45](=[O:53])[CH2:46][CH:47]1[CH2:52][CH2:51][N:50]([C:56]([NH:55][C:58]2[CH:63]=[CH:62][C:61]([CH3:64])=[CH:60][CH:59]=2)=[O:57])[CH2:49][CH2:48]1. The yield is 0.300. (6) The reactants are [O-]P([O-])([O-])=O.[K+].[K+].[K+].[C@@H]1(N)CCCC[C@H]1N.CCCCCCCCCCCC.I[C:30]1[S:31][CH:32]=[CH:33][CH:34]=1.[NH:35]1[CH2:39][CH2:38][CH2:37][C:36]1=[O:40]. The catalyst is [Cu]I.O1CCOCC1. The product is [S:31]1[CH:32]=[CH:33][CH:34]=[C:30]1[N:35]1[CH2:39][CH2:38][CH2:37][C:36]1=[O:40]. The yield is 1.00. (7) The reactants are FC1C=CC(C(CCN2C=CN=C2)=C[C:10]2[CH:11]=[C:12]([CH:17]=[CH:18][CH:19]=2)[C:13]([O:15]C)=[O:14])=CC=1.[OH-].[Na+].Cl. The catalyst is CO. The product is [C:13]([OH:15])(=[O:14])[C:12]1[CH:17]=[CH:18][CH:19]=[CH:10][CH:11]=1. The yield is 0.910. (8) The reactants are Cl[C:2]1[N:7]=[N:6][C:5]([O:8][CH2:9][CH:10]([F:12])[F:11])=[C:4]([N:13]2[CH2:18][CH2:17][O:16][CH2:15][CH2:14]2)[CH:3]=1.[CH3:19][C:20]1[N:25]=[CH:24][C:23]([NH2:26])=[CH:22][C:21]=1B1OC(C)(C)C(C)(C)O1.C(Cl)Cl. The catalyst is COCCOC.C([O-])([O-])=O.[Na+].[Na+].C1C=CC(P(C2C=CC=CC=2)[C-]2C=CC=C2)=CC=1.C1C=CC(P(C2C=CC=CC=2)[C-]2C=CC=C2)=CC=1.Cl[Pd]Cl.[Fe+2]. The product is [F:11][CH:10]([F:12])[CH2:9][O:8][C:5]1[N:6]=[N:7][C:2]([C:21]2[CH:22]=[C:23]([NH2:26])[CH:24]=[N:25][C:20]=2[CH3:19])=[CH:3][C:4]=1[N:13]1[CH2:18][CH2:17][O:16][CH2:15][CH2:14]1. The yield is 0.600. (9) The reactants are [CH3:1][C:2]([Si:5]([CH3:12])([CH3:11])[O:6][CH2:7][C@H:8]([OH:10])[CH3:9])([CH3:4])[CH3:3].O[C:14]1[CH:15]=[C:16]([CH:21]=[C:22]([O:24][CH2:25][C:26]2[CH:31]=[CH:30][CH:29]=[CH:28][CH:27]=2)[CH:23]=1)[C:17]([O:19][CH3:20])=[O:18].C1(P(C2C=CC=CC=2)C2C=CC=CC=2)C=CC=CC=1.CC(OC(/N=N/C(OC(C)C)=O)=O)C. The catalyst is C1COCC1. The product is [CH3:1][C:2]([Si:5]([CH3:12])([CH3:11])[O:6][CH2:7][C@@H:8]([O:10][C:14]1[CH:15]=[C:16]([CH:21]=[C:22]([O:24][CH2:25][C:26]2[CH:31]=[CH:30][CH:29]=[CH:28][CH:27]=2)[CH:23]=1)[C:17]([O:19][CH3:20])=[O:18])[CH3:9])([CH3:3])[CH3:4]. The yield is 0.800.